This data is from Peptide-MHC class II binding affinity with 134,281 pairs from IEDB. The task is: Regression. Given a peptide amino acid sequence and an MHC pseudo amino acid sequence, predict their binding affinity value. This is MHC class II binding data. (1) The peptide sequence is ALTNSMKTSSVARLR. The MHC is DRB1_0101 with pseudo-sequence DRB1_0101. The binding affinity (normalized) is 0.506. (2) The peptide sequence is DFALIVNAPNHEGIQ. The MHC is DRB1_1302 with pseudo-sequence DRB1_1302. The binding affinity (normalized) is 0.797.